Task: Predict the product of the given reaction.. Dataset: Forward reaction prediction with 1.9M reactions from USPTO patents (1976-2016) Given the reactants CO[C:3](=[O:42])[N:4]=[C:5](SC)[C:6]([C:20]1[CH:25]=[C:24]([O:26][CH3:27])[C:23]([O:28][CH2:29][CH2:30][O:31][Si](C(C)(C)C)(C)C)=[CH:22][C:21]=1[F:39])=[N:7][C:8]1[CH:13]=[CH:12][C:11]([C:14]2[N:18]=C(C)O[N:15]=2)=[CH:10][CH:9]=1.Cl.[NH:44]([C:46]1[CH:54]=[CH:53][CH:52]=[CH:51][C:47]=1[C:48]([OH:50])=[O:49])[NH2:45].COC(=O)N=C(SC)C(C1C=C(OC)C=C(OCCF)C=1F)=NC1C=CC(C2N=C(C)ON=2)=CC=1.N(C1N=CC=CN=1)N, predict the reaction product. The product is: [C:14]([C:11]1[CH:10]=[CH:9][C:8]([NH:7][C@@H:6]([C:20]2[CH:25]=[C:24]([O:26][CH3:27])[C:23]([O:28][CH2:29][CH2:30][OH:31])=[CH:22][C:21]=2[F:39])[C:5]2[NH:4][C:3](=[O:42])[N:44]([C:46]3[CH:54]=[CH:53][CH:52]=[CH:51][C:47]=3[C:48]([OH:50])=[O:49])[N:45]=2)=[CH:13][CH:12]=1)(=[NH:18])[NH2:15].